This data is from Full USPTO retrosynthesis dataset with 1.9M reactions from patents (1976-2016). The task is: Predict the reactants needed to synthesize the given product. Given the product [F:8][C:9]1[C:10]([NH:44][CH:45]2[CH:51]3[CH2:52][CH2:53][CH:47]([CH2:48][CH2:49][CH2:50]3)[CH:46]2[C:54]([O:56][CH3:57])=[O:55])=[N:11][C:12]([C:15]2[C:23]3[C:18](=[N:19][CH:20]=[C:21]([F:24])[CH:22]=3)[NH:17][N:16]=2)=[N:13][CH:14]=1, predict the reactants needed to synthesize it. The reactants are: C([SiH](CC)CC)C.[F:8][C:9]1[C:10]([NH:44][CH:45]2[CH:51]3[CH2:52][CH2:53][CH:47]([CH2:48][CH2:49][CH2:50]3)[CH:46]2[C:54]([O:56][CH3:57])=[O:55])=[N:11][C:12]([C:15]2[C:23]3[C:18](=[N:19][CH:20]=[C:21]([F:24])[CH:22]=3)[N:17](C(C3C=CC=CC=3)(C3C=CC=CC=3)C3C=CC=CC=3)[N:16]=2)=[N:13][CH:14]=1.FC(F)(F)C(O)=O.